This data is from Forward reaction prediction with 1.9M reactions from USPTO patents (1976-2016). The task is: Predict the product of the given reaction. (1) Given the reactants [NH2:1][CH2:2][CH2:3][O:4][CH:5]([C:16]1[CH:21]=[CH:20][CH:19]=[CH:18][CH:17]=1)[C:6]1[CH:7]=[C:8]([CH:13]=[CH:14][CH:15]=1)[C:9]([O:11][CH3:12])=[O:10].[CH2:22]1COCC1, predict the reaction product. The product is: [NH2:1][CH2:2][CH2:3][O:4][CH:5]([C:16]1[CH:17]=[C:18]([CH3:22])[CH:19]=[CH:20][CH:21]=1)[C:6]1[CH:7]=[C:8]([CH:13]=[CH:14][CH:15]=1)[C:9]([O:11][CH3:12])=[O:10]. (2) Given the reactants N[C:2]1[NH:7][C:6](=[O:8])[C:5]2=[C:9]([Br:22])[N:10]=[C:11]([C@H:12]3[CH2:17][CH2:16][C@H:15]([C:18]([O:20][CH3:21])=[O:19])[CH2:14][CH2:13]3)[N:4]2[N:3]=1.C1COCC1.N(OC(C)(C)C)=O.C, predict the reaction product. The product is: [CH3:21][O:20][C:18]([C@H:15]1[CH2:14][CH2:13][C@H:12]([C:11]2[N:4]3[C:5]([C:6](=[O:8])[NH:7][CH:2]=[N:3]3)=[C:9]([Br:22])[N:10]=2)[CH2:17][CH2:16]1)=[O:19]. (3) Given the reactants [F:1][C:2]1[CH:3]=[CH:4][C:5]2[N:9]=[C:8]([C@@H:10]([NH2:12])[CH3:11])[N:7]([CH:13]([CH3:15])[CH3:14])[C:6]=2[C:16]=1[C:17]1[CH:22]=[CH:21][CH:20]=[CH:19][N:18]=1.Cl[C:24]1[N:32]=[CH:31][N:30]=[C:29]2[C:25]=1[N:26]=[CH:27][N:28]2C1CCCCO1.CCN(C(C)C)C(C)C, predict the reaction product. The product is: [F:1][C:2]1[CH:3]=[CH:4][C:5]2[N:9]=[C:8]([C@@H:10]([NH:12][C:24]3[N:32]=[CH:31][N:30]=[C:29]4[C:25]=3[N:26]=[CH:27][NH:28]4)[CH3:11])[N:7]([CH:13]([CH3:14])[CH3:15])[C:6]=2[C:16]=1[C:17]1[CH:22]=[CH:21][CH:20]=[CH:19][N:18]=1. (4) Given the reactants F[B-](F)(F)F.C([O+](CC)CC)C.[Cl:13][C:14]1[C:19]([Cl:20])=[C:18]([F:21])[CH:17]=[CH:16][C:15]=1[C:22]([N:24]1[CH2:29][CH2:28][NH:27][C:26](=O)[CH2:25]1)=[O:23].[CH3:31][C:32]1[O:36][C:35]([C:37]([NH:39][NH2:40])=O)=[CH:34][CH:33]=1, predict the reaction product. The product is: [Cl:13][C:14]1[C:19]([Cl:20])=[C:18]([F:21])[CH:17]=[CH:16][C:15]=1[C:22]([N:24]1[CH2:29][CH2:28][N:27]2[C:37]([C:35]3[O:36][C:32]([CH3:31])=[CH:33][CH:34]=3)=[N:39][N:40]=[C:26]2[CH2:25]1)=[O:23]. (5) Given the reactants [SH:1][C:2]1[CH:7]=[CH:6][CH:5]=[CH:4][N:3]=1.C(N(CC)CC)C.Cl[CH2:16][C:17]1[C:26]([OH:27])=[CH:25][CH:24]=[C:23]2[C:18]=1[CH2:19][CH2:20][CH2:21][C:22]2=[O:28], predict the reaction product. The product is: [OH:27][C:26]1[C:17]([CH2:16][S:1][C:2]2[CH:7]=[CH:6][CH:5]=[CH:4][N:3]=2)=[C:18]2[C:23](=[CH:24][CH:25]=1)[C:22](=[O:28])[CH2:21][CH2:20][CH2:19]2.